Predict which catalyst facilitates the given reaction. From a dataset of Catalyst prediction with 721,799 reactions and 888 catalyst types from USPTO. (1) Reactant: [Cl:1][C:2]1[CH:3]=[CH:4][C:5]([O:18][CH2:19][C:20]2[CH:25]=[CH:24][C:23]([Cl:26])=[CH:22][C:21]=2[F:27])=[C:6]([CH2:8][C:9]2[N:14]=[C:13]([C:15]([O-])=[O:16])[CH:12]=[CH:11][CH:10]=2)[CH:7]=1.[Na+].CN1CC[O:33][CH2:32]C1.[CH:36]1[CH:37]=[CH:38][C:39]2N(O)N=[N:42][C:40]=2[CH:41]=1.CCN=C=NCCCN(C)C. Product: [Cl:1][C:2]1[CH:3]=[CH:4][C:5]([O:18][CH2:19][C:20]2[CH:25]=[CH:24][C:23]([Cl:26])=[CH:22][C:21]=2[F:27])=[C:6]([CH2:8][C:9]2[N:14]=[C:13]([C:15]([NH:42][C:40]3[CH:41]=[CH:36][C:37]([CH2:32][OH:33])=[CH:38][CH:39]=3)=[O:16])[CH:12]=[CH:11][CH:10]=2)[CH:7]=1. The catalyst class is: 4. (2) Reactant: [CH3:1][C:2]1[C:6]2[CH:7]=[CH:8][C:9]([C:11]([O:13][CH3:14])=[O:12])=[CH:10][C:5]=2[O:4][CH:3]=1.[H][H]. Product: [CH3:1][CH:2]1[C:6]2[CH:7]=[CH:8][C:9]([C:11]([O:13][CH3:14])=[O:12])=[CH:10][C:5]=2[O:4][CH2:3]1. The catalyst class is: 43. (3) Reactant: [CH:1]1([S:4]([NH:7][CH2:8][C:9]2[CH:14]=[CH:13][C:12]([N+:15]([O-])=O)=[CH:11][CH:10]=2)(=[O:6])=[O:5])[CH2:3][CH2:2]1. Product: [CH:1]1([S:4]([NH:7][CH2:8][C:9]2[CH:10]=[CH:11][C:12]([NH2:15])=[CH:13][CH:14]=2)(=[O:6])=[O:5])[CH2:3][CH2:2]1. The catalyst class is: 19. (4) Reactant: [CH2:1]([C@@H:8]1[CH2:19][N:18]2[C:10]([C:11]3[NH:12][C:13]([CH:21]4[CH2:25][CH2:24][CH2:23][CH2:22]4)=[N:14][C:15]=3[N:16]=[C:17]2Cl)=[N:9]1)[C:2]1[CH:7]=[CH:6][CH:5]=[CH:4][CH:3]=1.[N:26]1([CH2:32][CH2:33][NH2:34])[CH2:31][CH2:30][CH2:29][CH2:28][CH2:27]1.C(N(CC)C(C)C)(C)C. Product: [CH2:1]([C@@H:8]1[CH2:19][N:18]2[C:10]([C:11]3[NH:12][C:13]([CH:21]4[CH2:25][CH2:24][CH2:23][CH2:22]4)=[N:14][C:15]=3[N:16]=[C:17]2[NH:34][CH2:33][CH2:32][N:26]2[CH2:31][CH2:30][CH2:29][CH2:28][CH2:27]2)=[N:9]1)[C:2]1[CH:7]=[CH:6][CH:5]=[CH:4][CH:3]=1. The catalyst class is: 7. (5) Reactant: Cl[C:2](Cl)([O:4]C(=O)OC(Cl)(Cl)Cl)Cl.[F:13][C:14]1[C:19]([O:20][CH3:21])=[CH:18][C:17]([O:22][CH3:23])=[C:16]([F:24])[C:15]=1[NH:25][CH2:26][C:27]1[CH:32]=[N:31][C:30]2[NH:33][CH:34]=[CH:35][C:29]=2[C:28]=1[NH:36][CH2:37][CH3:38].[OH-].[Na+].O. Product: [F:13][C:14]1[C:19]([O:20][CH3:21])=[CH:18][C:17]([O:22][CH3:23])=[C:16]([F:24])[C:15]=1[N:25]1[CH2:26][C:27]2[CH:32]=[N:31][C:30]3[NH:33][CH:34]=[CH:35][C:29]=3[C:28]=2[N:36]([CH2:37][CH3:38])[C:2]1=[O:4]. The catalyst class is: 7. (6) Reactant: [Cl:1][CH2:2][CH2:3][CH2:4][CH2:5][C:6](Cl)=[O:7].[NH2:9][C:10]1[CH:19]=[CH:18][C:13]([C:14]([O:16][CH3:17])=[O:15])=[CH:12][C:11]=1[Cl:20].O. Product: [Cl:20][C:11]1[CH:12]=[C:13]([CH:18]=[CH:19][C:10]=1[NH:9][C:6](=[O:7])[CH2:5][CH2:4][CH2:3][CH2:2][Cl:1])[C:14]([O:16][CH3:17])=[O:15]. The catalyst class is: 1. (7) Reactant: FC(F)(F)C(O)=O.[Cl:8][C:9]1[C:10](I)=[CH:11][C:12]2[N:16]=[C:15]([O:17][C@H:18]3[C@H:22]4[O:23][CH2:24][C@@H:25]([OH:26])[C@H:21]4[O:20][CH2:19]3)[NH:14][C:13]=2[CH:27]=1.[O:29]1[C:33]2[CH:34]=[CH:35][C:36](B(O)O)=[CH:37][C:32]=2[O:31][CH2:30]1.[OH-].[Li+].CCOC(C)=O. Product: [O:29]1[C:33]2[CH:34]=[CH:35][C:36]([C:10]3[C:9]([Cl:8])=[CH:27][C:13]4[NH:14][C:15]([O:17][C@H:18]5[C@H:22]6[O:23][CH2:24][C@@H:25]([OH:26])[C@H:21]6[O:20][CH2:19]5)=[N:16][C:12]=4[CH:11]=3)=[CH:37][C:32]=2[O:31][CH2:30]1. The catalyst class is: 127. (8) Reactant: [CH3:1][C:2]1[C:13]([N+:14]([O-])=O)=[CH:12][CH:11]=[CH:10][C:3]=1[O:4][CH2:5][C:6]([O:8][CH3:9])=[O:7].CO. Product: [NH2:14][C:13]1[C:2]([CH3:1])=[C:3]([CH:10]=[CH:11][CH:12]=1)[O:4][CH2:5][C:6]([O:8][CH3:9])=[O:7]. The catalyst class is: 354.